From a dataset of Forward reaction prediction with 1.9M reactions from USPTO patents (1976-2016). Predict the product of the given reaction. (1) Given the reactants [F:1][C:2]([F:7])([F:6])[C:3]([OH:5])=[O:4].[OH:8][C:9]1([C:15]2[CH:16]=[C:17]([S:21]([C:24]3[CH:25]=[C:26]([C:31]([NH2:33])=[NH:32])[S:27][C:28]=3[S:29][CH3:30])(=[O:23])=[O:22])[CH:18]=[CH:19][CH:20]=2)[CH2:14][CH2:13][O:12][CH2:11][CH2:10]1.[H-].[Na+].IC, predict the reaction product. The product is: [F:1][C:2]([F:7])([F:6])[C:3]([OH:5])=[O:4].[CH3:2][O:8][C:9]1([C:15]2[CH:16]=[C:17]([S:21]([C:24]3[CH:25]=[C:26]([C:31]([NH2:33])=[NH:32])[S:27][C:28]=3[S:29][CH3:30])(=[O:22])=[O:23])[CH:18]=[CH:19][CH:20]=2)[CH2:10][CH2:11][O:12][CH2:13][CH2:14]1. (2) Given the reactants Cl[C:2]1[N:7]=[C:6]([Cl:8])[C:5]([C:9]([F:12])([F:11])[F:10])=[CH:4][N:3]=1.C(O)(C)(C)C.C(N(CC)CC)C.[NH2:25][C@H:26]1[CH2:31][CH2:30][CH2:29][N:28]([C:32]([O:34][C:35]([CH3:38])([CH3:37])[CH3:36])=[O:33])[CH2:27]1, predict the reaction product. The product is: [Cl:8][C:6]1[C:5]([C:9]([F:12])([F:11])[F:10])=[CH:4][N:3]=[C:2]([NH:25][C@H:26]2[CH2:31][CH2:30][CH2:29][N:28]([C:32]([O:34][C:35]([CH3:38])([CH3:37])[CH3:36])=[O:33])[CH2:27]2)[N:7]=1.